Dataset: Reaction yield outcomes from USPTO patents with 853,638 reactions. Task: Predict the reaction yield, written as a fraction of the theoretical maximum amount of product (1.0 means a 100% yield; for example, 0.34 means a 34% yield). (1) The reactants are Br[C:2]1[CH:10]=[C:9]([O:11][CH3:12])[C:8]([O:13][CH3:14])=[CH:7][C:3]=1[C:4]([OH:6])=[O:5].CN([CH:18]=[O:19])C.C(Cl)Cl.CO. The catalyst is C1COCC1. The product is [CH:18]([C:2]1[CH:10]=[C:9]([O:11][CH3:12])[C:8]([O:13][CH3:14])=[CH:7][C:3]=1[C:4]([OH:6])=[O:5])=[O:19]. The yield is 0.800. (2) The reactants are [CH2:1]([N:4]([CH2:19][CH2:20][CH3:21])[CH2:5][CH2:6][CH2:7][CH2:8][NH:9][CH2:10][C:11]1[CH:18]=[CH:17][C:14]([C:15]#[N:16])=[CH:13][CH:12]=1)[CH2:2][CH3:3].C=O.[C:24]([BH3-])#N.[Na+].[OH-].[Na+]. The catalyst is CO.C(O)(=O)C. The product is [CH2:19]([N:4]([CH2:1][CH2:2][CH3:3])[CH2:5][CH2:6][CH2:7][CH2:8][N:9]([CH2:10][C:11]1[CH:12]=[CH:13][C:14]([C:15]#[N:16])=[CH:17][CH:18]=1)[CH3:24])[CH2:20][CH3:21]. The yield is 0.920. (3) The reactants are [Br:1][C:2]1[CH:21]=[CH:20][C:5]([CH2:6][CH:7]2[CH2:12][CH2:11][N:10](C(OC(C)(C)C)=O)[CH2:9][CH2:8]2)=[CH:4][C:3]=1[OH:22]. The catalyst is Cl.CO. The product is [Br:1][C:2]1[CH:21]=[CH:20][C:5]([CH2:6][CH:7]2[CH2:8][CH2:9][NH:10][CH2:11][CH2:12]2)=[CH:4][C:3]=1[OH:22]. The yield is 0.900. (4) The reactants are [Si]([O:8][C@H:9]([CH3:42])[CH2:10][CH2:11][CH2:12][C@H:13]([OH:41])/[CH:14]=[CH:15]/[C@H:16]1[C@H:20]([O:21][CH:22]2[CH2:27][CH2:26][CH2:25][CH2:24][O:23]2)[CH2:19][C@@H:18]([Cl:28])[C@@H:17]1[CH2:29][CH2:30][CH2:31][C:32]1[S:36][C:35]([C:37]([O:39][CH3:40])=[O:38])=[CH:34][CH:33]=1)(C(C)(C)C)(C)C.CCCC[N+](CCCC)(CCCC)CCCC.[F-].C1COCC1. The catalyst is C1COCC1. The product is [Cl:28][C@H:18]1[C@H:17]([CH2:29][CH2:30][CH2:31][C:32]2[S:36][C:35]([C:37]([O:39][CH3:40])=[O:38])=[CH:34][CH:33]=2)[C@@H:16](/[CH:15]=[CH:14]/[C@@H:13]([OH:41])[CH2:12][CH2:11][CH2:10][C@H:9]([OH:8])[CH3:42])[C@H:20]([O:21][CH:22]2[CH2:27][CH2:26][CH2:25][CH2:24][O:23]2)[CH2:19]1. The yield is 0.800. (5) The reactants are [Cl:1][C:2]1[C:7]([C:8]2[N:9]=[C:10]([N:20]3[CH2:25][CH2:24][O:23][CH2:22][CH2:21]3)[S:11][C:12]=2[C:13]2[CH:18]=[CH:17][N:16]=[C:15](Cl)[N:14]=2)=[CH:6][CH:5]=[CH:4][C:3]=1[NH:26][S:27]([C:30]1[C:35]([F:36])=[CH:34][CH:33]=[CH:32][C:31]=1[F:37])(=[O:29])=[O:28].[CH2:38]([NH2:42])[CH:39]([CH3:41])[CH3:40]. No catalyst specified. The product is [Cl:1][C:2]1[C:7]([C:8]2[N:9]=[C:10]([N:20]3[CH2:21][CH2:22][O:23][CH2:24][CH2:25]3)[S:11][C:12]=2[C:13]2[CH:18]=[CH:17][N:16]=[C:15]([NH:42][CH2:38][CH:39]([CH3:41])[CH3:40])[N:14]=2)=[CH:6][CH:5]=[CH:4][C:3]=1[NH:26][S:27]([C:30]1[C:31]([F:37])=[CH:32][CH:33]=[CH:34][C:35]=1[F:36])(=[O:29])=[O:28]. The yield is 0.141. (6) The product is [N+:1]([C:4]1[CH:5]=[C:6]([CH:10]([CH3:13])[CH2:11][OH:12])[CH:7]=[CH:8][CH:9]=1)([O-:3])=[O:2]. The yield is 0.572. The reactants are [N+:1]([C:4]1[CH:5]=[C:6]([CH:10]([CH3:13])[CH:11]=[O:12])[CH:7]=[CH:8][CH:9]=1)([O-:3])=[O:2].[BH4-].[Na+]. The catalyst is C(O)C.[Cl-].[Na+].O. (7) The reactants are C1C=CC2N(O)N=NC=2C=1.[F:11][C:12]1[CH:13]=[CH:14][C:15]([NH:18][NH2:19])=[N:16][CH:17]=1.[N:20]1([CH2:26][C:27]2[CH:35]=[CH:34][C:30]([C:31](O)=[O:32])=[CH:29][CH:28]=2)[CH2:25][CH2:24][O:23][CH2:22][CH2:21]1.C(Cl)CCl. The catalyst is C(Cl)Cl. The product is [F:11][C:12]1[CH:13]=[CH:14][C:15]([NH:18][NH:19][C:31](=[O:32])[C:30]2[CH:29]=[CH:28][C:27]([CH2:26][N:20]3[CH2:21][CH2:22][O:23][CH2:24][CH2:25]3)=[CH:35][CH:34]=2)=[N:16][CH:17]=1. The yield is 0.750.